This data is from Forward reaction prediction with 1.9M reactions from USPTO patents (1976-2016). The task is: Predict the product of the given reaction. (1) Given the reactants [NH2:1][C@@H:2]([CH3:18])[CH2:3][N:4]1[CH:8]=[CH:7][C:6]([C:9]2[CH:16]=[CH:15][C:12]([C:13]#[N:14])=[C:11]([Cl:17])[CH:10]=2)=[N:5]1.[O:19]1[C:23]2[CH2:24][CH2:25][CH2:26][CH2:27][C:22]=2[C:21]([C:28](O)=[O:29])=[N:20]1, predict the reaction product. The product is: [Cl:17][C:11]1[CH:10]=[C:9]([C:6]2[CH:7]=[CH:8][N:4]([CH2:3][C@@H:2]([NH:1][C:28]([C:21]3[C:22]4[CH2:27][CH2:26][CH2:25][CH2:24][C:23]=4[O:19][N:20]=3)=[O:29])[CH3:18])[N:5]=2)[CH:16]=[CH:15][C:12]=1[C:13]#[N:14]. (2) Given the reactants [F:1][C:2]1[CH:7]=[CH:6][C:5]([C:8]2[C:18]([C:19]3[CH:24]=[CH:23][N:22]=[CH:21][N:20]=3)=[C:11]3[CH:12]=[CH:13][CH:14]=[C:15]([S:16][CH3:17])[N:10]3[N:9]=2)=[CH:4][CH:3]=1.ClC1C=CC=[C:28]([C:32]([O:34]O)=[O:33])C=1, predict the reaction product. The product is: [C:32]([O-:34])(=[O:33])[CH3:28].[F:1][C:2]1[CH:3]=[CH:4][C:5]([C:8]2[C:18]([C:19]3[CH:24]=[CH:23][N:22]=[CH:21][N:20]=3)=[C:11]3[CH:12]=[CH:13][CH:14]=[C:15]([S:16]([CH3:17])=[O:33])[N:10]3[N:9]=2)=[CH:6][CH:7]=1. (3) Given the reactants [C:1]([NH:8][C@H:9]([C:18]([OH:20])=[O:19])[CH2:10][C:11]1[CH:16]=[CH:15][C:14]([OH:17])=[CH:13][CH:12]=1)([O:3][C:4]([CH3:7])([CH3:6])[CH3:5])=[O:2].C[O-].[Na+].CO.[CH2:26](Br)[C:27]1[CH:32]=[CH:31][CH:30]=[CH:29][CH:28]=1.O, predict the reaction product. The product is: [C:1]([NH:8][C@H:9]([C:18]([OH:20])=[O:19])[CH2:10][C:11]1[CH:12]=[CH:13][C:14]([O:17][CH2:26][C:27]2[CH:32]=[CH:31][CH:30]=[CH:29][CH:28]=2)=[CH:15][CH:16]=1)([O:3][C:4]([CH3:5])([CH3:7])[CH3:6])=[O:2]. (4) Given the reactants [CH3:1][O:2][C:3]1[CH:4]=[C:5]([S:9]([N:12]2[CH2:16][CH:15]([C:17]([OH:19])=O)[N:14]([C:20]3[CH:25]=[CH:24][CH:23]=[CH:22][CH:21]=3)[C:13]2=[O:26])(=[O:11])=[O:10])[CH:6]=[CH:7][CH:8]=1.[CH3:27][C:28]1[C:29]([N:34]2[CH2:39][CH2:38][NH:37][CH2:36][CH2:35]2)=[N:30][CH:31]=[CH:32][CH:33]=1, predict the reaction product. The product is: [CH3:1][O:2][C:3]1[CH:4]=[C:5]([S:9]([N:12]2[CH2:16][CH:15]([C:17]([N:37]3[CH2:38][CH2:39][N:34]([C:29]4[C:28]([CH3:27])=[CH:33][CH:32]=[CH:31][N:30]=4)[CH2:35][CH2:36]3)=[O:19])[N:14]([C:20]3[CH:25]=[CH:24][CH:23]=[CH:22][CH:21]=3)[C:13]2=[O:26])(=[O:11])=[O:10])[CH:6]=[CH:7][CH:8]=1. (5) Given the reactants [P:1]([O-:35])([O-:34])([O:3][C:4]([C:26]1[CH:31]=[CH:30][C:29]([F:32])=[CH:28][C:27]=1[F:33])([CH:11]([C:13]1[S:14][CH:15]=[C:16]([C:18]2[CH:23]=[CH:22][C:21]([C:24]#[N:25])=[CH:20][CH:19]=2)[N:17]=1)[CH3:12])[CH2:5][N:6]1[CH:10]=[N:9][CH:8]=[N:7]1)=[O:2].Br[Si](C)(C)C.N1C=CC=CC=1.[OH-].[Na+], predict the reaction product. The product is: [P:1]([OH:35])([OH:34])([O:3][C:4]([C:26]1[CH:31]=[CH:30][C:29]([F:32])=[CH:28][C:27]=1[F:33])([CH:11]([C:13]1[S:14][CH:15]=[C:16]([C:18]2[CH:23]=[CH:22][C:21]([C:24]#[N:25])=[CH:20][CH:19]=2)[N:17]=1)[CH3:12])[CH2:5][N:6]1[CH:10]=[N:9][CH:8]=[N:7]1)=[O:2].